Dataset: Reaction yield outcomes from USPTO patents with 853,638 reactions. Task: Predict the reaction yield, written as a fraction of the theoretical maximum amount of product (1.0 means a 100% yield; for example, 0.34 means a 34% yield). (1) The reactants are [I-].ClC1C=CC=C[N+]=1C.[CH2:10]([O:12][C:13](=[O:23])[NH:14][C:15]([N:17]1[CH2:22][CH2:21][O:20][CH2:19][CH2:18]1)=S)[CH3:11].Cl.Cl.[NH2:26][CH:27]([CH2:40][CH:41]1[CH2:46][CH2:45][CH2:44][CH2:43][CH2:42]1)[C:28]([NH:30][C:31]1([C:38]#[N:39])[CH2:36][CH2:35][N:34]([CH3:37])[CH2:33][CH2:32]1)=[O:29].C(N(CC)C(C)C)(C)C. The catalyst is ClCCl.C(O)(=O)CC(CC(O)=O)(C(O)=O)O. The product is [CH2:10]([O:12][C:13](=[O:23])[N:14]=[C:15]([NH:26][CH:27]([C:28](=[O:29])[NH:30][C:31]1([C:38]#[N:39])[CH2:32][CH2:33][N:34]([CH3:37])[CH2:35][CH2:36]1)[CH2:40][CH:41]1[CH2:46][CH2:45][CH2:44][CH2:43][CH2:42]1)[N:17]1[CH2:22][CH2:21][O:20][CH2:19][CH2:18]1)[CH3:11]. The yield is 0.260. (2) The reactants are [I:1][C:2]1[C:3](O)=[C:4]([O:10][CH3:11])[CH:5]=[C:6]([CH:9]=1)[CH:7]=[O:8].[C:13]([O-:16])([O-])=O.[K+].[K+].BrC[CH2:21][O:22][Si:23]([C:26]([CH3:29])([CH3:28])[CH3:27])([CH3:25])[CH3:24]. The catalyst is CN(C)C=O.C(OCC)(=O)C. The product is [C:26]([Si:23]([CH3:25])([CH3:24])[O:22][CH2:21][CH2:13][O:16][C:5]1[C:4]([O:10][CH3:11])=[CH:3][C:2]([I:1])=[CH:9][C:6]=1[CH:7]=[O:8])([CH3:29])([CH3:28])[CH3:27]. The yield is 0.960. (3) The reactants are C([O:3][C:4]1(OCC)[CH2:9][CH2:8][N:7]([C@H:10]([C:12]2[CH:17]=[CH:16][CH:15]=[CH:14][CH:13]=2)[CH3:11])[C@H:6]([CH2:18][N:19]2[C:23](=[O:24])[C:22]3=[CH:25][CH:26]=[CH:27][CH:28]=[C:21]3[C:20]2=[O:29])[CH2:5]1)C.C(=O)([O-])[O-].[Na+].[Na+]. The catalyst is FC(F)(F)C(O)=O.O. The product is [O:3]=[C:4]1[CH2:9][CH2:8][N:7]([C@H:10]([C:12]2[CH:17]=[CH:16][CH:15]=[CH:14][CH:13]=2)[CH3:11])[C@H:6]([CH2:18][N:19]2[C:23](=[O:24])[C:22]3=[CH:25][CH:26]=[CH:27][CH:28]=[C:21]3[C:20]2=[O:29])[CH2:5]1. The yield is 0.980. (4) The reactants are I[C:2]1[CH:9]=[CH:8][C:5]([C:6]#[N:7])=[CH:4][CH:3]=1.[O-]P([O-])([O-])=O.[K+].[K+].[K+].[Cl:18][C:19]1[CH:20]=[CH:21][C:22]2[C:28]3[C:29]([CH3:32])=[N:30][O:31][C:27]=3[CH2:26][C:25](=[O:33])[NH:24][C:23]=2[CH:34]=1.N#N.N[C@@H]1CCCC[C@H]1N. The catalyst is [Cu]I.O1CCOCC1. The product is [Cl:18][C:19]1[CH:20]=[CH:21][C:22]2[C:28]3[C:29]([CH3:32])=[N:30][O:31][C:27]=3[CH2:26][C:25](=[O:33])[N:24]([C:2]3[CH:9]=[CH:8][C:5]([C:6]#[N:7])=[CH:4][CH:3]=3)[C:23]=2[CH:34]=1. The yield is 0.220. (5) The reactants are Cl[C:2]1[C:7]([C:8]2[CH:13]=[CH:12][CH:11]=[CH:10][C:9]=2[C:14](F)(F)F)=[C:6]([OH:18])[C:5]([CH:19]=[O:20])=[CH:4][CH:3]=1.[F:21]C1C=CC=C(O)C=1C1C=CC=CC=1C. No catalyst specified. The product is [F:21][C:2]1[C:7]([C:8]2[CH:13]=[CH:12][CH:11]=[CH:10][C:9]=2[CH3:14])=[C:6]([OH:18])[C:5]([CH:19]=[O:20])=[CH:4][CH:3]=1. The yield is 0.530. (6) The reactants are [CH3:1][O:2][CH2:3][C:4]1[N:9]=[C:8]([NH:10][C:11](=[O:16])[C:12]([CH3:15])([CH3:14])[CH3:13])[CH:7]=[CH:6][C:5]=1[C:17]1[CH:18]=[C:19]2[C:24](=[C:25]([O:27]COCC[Si](C)(C)C)[CH:26]=1)[N:23]=[CH:22][N:21](COCC[Si](C)(C)C)[C:20]2=[O:44].C(O)=O.O. The catalyst is CO. The product is [OH:27][C:25]1[CH:26]=[C:17]([C:5]2[CH:6]=[CH:7][C:8]([NH:10][C:11](=[O:16])[C:12]([CH3:14])([CH3:13])[CH3:15])=[N:9][C:4]=2[CH2:3][O:2][CH3:1])[CH:18]=[C:19]2[C:24]=1[N:23]=[CH:22][NH:21][C:20]2=[O:44]. The yield is 0.720. (7) The reactants are O.[OH-].[Li+].C[O:5][C:6](=[O:22])[C:7]1[CH:12]=[CH:11][CH:10]=[C:9]([CH2:13][N:14]2[C:19](=[O:20])[CH:18]=[CH:17][C:16]([Cl:21])=[N:15]2)[CH:8]=1. The catalyst is C1COCC1.O. The product is [Cl:21][C:16]1[CH:17]=[CH:18][C:19](=[O:20])[N:14]([CH2:13][C:9]2[CH:8]=[C:7]([CH:12]=[CH:11][CH:10]=2)[C:6]([OH:22])=[O:5])[N:15]=1. The yield is 0.830.